From a dataset of Full USPTO retrosynthesis dataset with 1.9M reactions from patents (1976-2016). Predict the reactants needed to synthesize the given product. Given the product [C:1]([O:4][CH2:5][C:6]1[C:7]([N:31]2[CH2:42][CH2:41][N:40]3[C:33](=[CH:34][C:35]4[CH2:36][C:37]([CH3:44])([CH3:43])[CH2:38][C:39]=43)[C:32]2=[O:45])=[N:8][CH:9]=[CH:10][C:11]=1[C:12]1[CH:17]=[C:16]([NH:18][C:19]2[CH:24]=[CH:23][CH:22]=[C:21]([O:25][CH2:26][CH2:27][NH:28][C:46](=[O:49])[CH:47]=[CH2:48])[N:20]=2)[C:15](=[O:29])[N:14]([CH3:30])[CH:13]=1)(=[O:3])[CH3:2], predict the reactants needed to synthesize it. The reactants are: [C:1]([O:4][CH2:5][C:6]1[C:7]([N:31]2[CH2:42][CH2:41][N:40]3[C:33](=[CH:34][C:35]4[CH2:36][C:37]([CH3:44])([CH3:43])[CH2:38][C:39]=43)[C:32]2=[O:45])=[N:8][CH:9]=[CH:10][C:11]=1[C:12]1[CH:17]=[C:16]([NH:18][C:19]2[CH:24]=[CH:23][CH:22]=[C:21]([O:25][CH2:26][CH2:27][NH2:28])[N:20]=2)[C:15](=[O:29])[N:14]([CH3:30])[CH:13]=1)(=[O:3])[CH3:2].[C:46](Cl)(=[O:49])[CH:47]=[CH2:48].